Dataset: Full USPTO retrosynthesis dataset with 1.9M reactions from patents (1976-2016). Task: Predict the reactants needed to synthesize the given product. (1) Given the product [Br:8][C:6]1[CH:7]=[C:2]([NH:11][C:12]2[N:17]=[CH:16][C:15]([N:18]3[CH2:23][CH2:22][N:21]([C:24]([O:26][C:27]([CH3:29])([CH3:28])[CH3:30])=[O:25])[CH2:20][C:19]3=[O:31])=[CH:14][CH:13]=2)[C:3](=[O:10])[N:4]([CH3:9])[CH:5]=1, predict the reactants needed to synthesize it. The reactants are: Br[C:2]1[C:3](=[O:10])[N:4]([CH3:9])[CH:5]=[C:6]([Br:8])[CH:7]=1.[NH2:11][C:12]1[N:17]=[CH:16][C:15]([N:18]2[CH2:23][CH2:22][N:21]([C:24]([O:26][C:27]([CH3:30])([CH3:29])[CH3:28])=[O:25])[CH2:20][C:19]2=[O:31])=[CH:14][CH:13]=1.C(=O)([O-])[O-].[Cs+].[Cs+].CC1(C)C2C(=C(P(C3C=CC=CC=3)C3C=CC=CC=3)C=CC=2)OC2C(P(C3C=CC=CC=3)C3C=CC=CC=3)=CC=CC1=2. (2) Given the product [F:1][C:2]1[CH:7]=[CH:6][C:5]([S:8][CH2:10][CH2:11][CH2:12][OH:13])=[CH:4][CH:3]=1, predict the reactants needed to synthesize it. The reactants are: [F:1][C:2]1[CH:7]=[CH:6][C:5]([SH:8])=[CH:4][CH:3]=1.Br[CH2:10][CH2:11][CH2:12][OH:13].[OH-].[Na+]. (3) Given the product [N:10]1[CH:9]=[C:8]([C:6]2[C:5]([CH3:17])=[CH:4][N:3]=[C:2]([NH:18][C:19]3[CH:24]=[CH:23][C:22]([N:25]4[CH2:30][CH2:29][N:28]([CH:31]([CH2:34][OH:35])[CH2:32][OH:33])[CH2:27][CH2:26]4)=[CH:21][C:20]=3[O:36][CH3:37])[N:7]=2)[N:12]2[CH:13]=[CH:14][CH:15]=[CH:16][C:11]=12, predict the reactants needed to synthesize it. The reactants are: Cl[C:2]1[N:7]=[C:6]([C:8]2[N:12]3[CH:13]=[CH:14][CH:15]=[CH:16][C:11]3=[N:10][CH:9]=2)[C:5]([CH3:17])=[CH:4][N:3]=1.[NH2:18][C:19]1[CH:24]=[CH:23][C:22]([N:25]2[CH2:30][CH2:29][N:28]([CH:31]([CH2:34][OH:35])[CH2:32][OH:33])[CH2:27][CH2:26]2)=[CH:21][C:20]=1[O:36][CH3:37].O.CC1C=CC(S(O)(=O)=O)=CC=1. (4) Given the product [CH:23]1([NH:22][C:20]2[N:19]3[N:26]=[CH:27][C:28]([CH:29]=[O:30])=[C:18]3[N:17]=[C:16]([N:4]3[CH2:3][CH2:2][N:1]([C:7]4[N:14]=[CH:13][CH:12]=[CH:11][C:8]=4[C:9]#[N:10])[CH2:6][CH2:5]3)[CH:21]=2)[CH2:24][CH2:25]1, predict the reactants needed to synthesize it. The reactants are: [N:1]1([C:7]2[N:14]=[CH:13][CH:12]=[CH:11][C:8]=2[C:9]#[N:10])[CH2:6][CH2:5][NH:4][CH2:3][CH2:2]1.Cl[C:16]1[CH:21]=[C:20]([NH:22][CH:23]2[CH2:25][CH2:24]2)[N:19]2[N:26]=[CH:27][C:28]([CH:29]=[O:30])=[C:18]2[N:17]=1.C(=O)([O-])[O-].[K+].[K+].